From a dataset of Full USPTO retrosynthesis dataset with 1.9M reactions from patents (1976-2016). Predict the reactants needed to synthesize the given product. (1) Given the product [CH:33]1([C@H:25]([NH:24][C:23]([C:19]2[C:18]3[C:13](=[C:14]([F:38])[CH:15]=[CH:16][CH:17]=3)[C:12](=[O:39])[N:11]([NH:7][CH2:8][CH2:9][CH3:10])[C:20]=2[CH2:21][Br:22])=[O:37])[C:26]2[CH:31]=[CH:30][CH:29]=[C:28]([F:32])[CH:27]=2)[CH2:36][CH2:35][CH2:34]1, predict the reactants needed to synthesize it. The reactants are: C(OC(=O)[N:7]([N:11]1[C:20]([CH2:21][Br:22])=[C:19]([C:23](=[O:37])[NH:24][C@@H:25]([CH:33]2[CH2:36][CH2:35][CH2:34]2)[C:26]2[CH:31]=[CH:30][CH:29]=[C:28]([F:32])[CH:27]=2)[C:18]2[C:13](=[C:14]([F:38])[CH:15]=[CH:16][CH:17]=2)[C:12]1=[O:39])[CH2:8][CH2:9][CH3:10])(C)(C)C. (2) The reactants are: [OH:1][CH2:2][C@@H:3]1[O:7][C@H:6]([N:8]2[CH:23]=[CH:22][C:12]([NH:13][C:14](=[O:21])[CH2:15][CH2:16][CH2:17][CH2:18][CH2:19]C)=[N:11][C:9]2=[O:10])[CH2:5][O:4]1.OC[C@@H]1O[C@H](N2C=CC(NC(=O)CCCCCCCC)=NC2=O)CO1.OC[C@@H]1O[C@H](N2C=CC(NC(=O)CCCCCCCCC)=NC2=O)CO1.OC[C@@H]1O[C@H](N2C=CC(NCCCCCCCCCCCC)=NC2=O)CO1.OC[C@@H]1O[C@H](N2C=CC(NC(=O)CCCCCCCCCCCCCCC)=NC2=O)CO1.OC[C@@H]1O[C@H](N2C=CC(NC3CCCC3)=NC2=O)CO1. Given the product [OH:1][CH2:2][C@@H:3]1[O:7][C@H:6]([N:8]2[CH:23]=[CH:22][C:12]([NH:13][C:14](=[O:21])[CH2:15][CH2:16][CH2:17][CH2:18][CH3:19])=[N:11][C:9]2=[O:10])[CH2:5][O:4]1, predict the reactants needed to synthesize it. (3) Given the product [C:1]([O:4][C@@H:5]1[C@@H:18]([O:19][C:20](=[O:22])[CH3:21])[C@H:17]([O:23][C:24](=[O:26])[CH3:25])[CH2:16][S:15][C@H:6]1[O:7][C:8]1[CH:9]=[N:10][CH:11]=[CH:12][C:13]=1[C:32]1[CH:33]=[CH:34][C:29]([C:28]([F:39])([F:38])[F:27])=[CH:30][CH:31]=1)(=[O:3])[CH3:2], predict the reactants needed to synthesize it. The reactants are: [C:1]([O:4][C@@H:5]1[C@@H:18]([O:19][C:20](=[O:22])[CH3:21])[C@H:17]([O:23][C:24](=[O:26])[CH3:25])[CH2:16][S:15][C@H:6]1[O:7][C:8]1[CH:9]=[N:10][CH:11]=[CH:12][C:13]=1Br)(=[O:3])[CH3:2].[F:27][C:28]([F:39])([F:38])[C:29]1[CH:34]=[CH:33][C:32](B(O)O)=[CH:31][CH:30]=1. (4) Given the product [F:1][C:2]1[CH:3]=[CH:4][C:5]([C:8]2[O:9][C:10]3[CH:20]=[C:19]([N:21]([CH3:26])[S:22]([CH3:25])(=[O:23])=[O:24])[C:18]([C:37]4[CH:38]=[CH:39][C:40]5[O:52][CH2:51][N:43]6[C:44]7[CH:45]=[CH:46][CH:47]=[CH:48][C:49]=7[CH:50]=[C:42]6[C:41]=5[N:53]=4)=[CH:17][C:11]=3[C:12]=2[C:13]([NH:15][CH3:16])=[O:14])=[CH:6][CH:7]=1, predict the reactants needed to synthesize it. The reactants are: [F:1][C:2]1[CH:7]=[CH:6][C:5]([C:8]2[O:9][C:10]3[CH:20]=[C:19]([N:21]([CH3:26])[S:22]([CH3:25])(=[O:24])=[O:23])[C:18](B4OC(C)(C)C(C)(C)O4)=[CH:17][C:11]=3[C:12]=2[C:13]([NH:15][CH3:16])=[O:14])=[CH:4][CH:3]=1.Cl[C:37]1[CH:38]=[CH:39][C:40]2[O:52][CH2:51][N:43]3[C:44]4[CH:45]=[CH:46][CH:47]=[CH:48][C:49]=4[CH:50]=[C:42]3[C:41]=2[N:53]=1.[O-]P([O-])([O-])=O.[K+].[K+].[K+].CC(C1C=C(C(C)C)C(C2C=CC=CC=2P(C2CCCCC2)C2CCCCC2)=C(C(C)C)C=1)C. (5) Given the product [CH2:1]([O:8][C:9]1[CH:14]=[CH:13][C:12]([CH:35]([C:34]2[CH:37]=[CH:38][C:31]([O:30][CH2:23][C:24]3[CH:25]=[CH:26][CH:27]=[CH:28][CH:29]=3)=[C:32]([O:39][CH3:40])[CH:33]=2)[OH:36])=[CH:11][C:10]=1[O:16][CH3:17])[C:2]1[CH:7]=[CH:6][CH:5]=[CH:4][CH:3]=1, predict the reactants needed to synthesize it. The reactants are: [CH2:1]([O:8][C:9]1[CH:14]=[CH:13][C:12](Br)=[CH:11][C:10]=1[O:16][CH3:17])[C:2]1[CH:7]=[CH:6][CH:5]=[CH:4][CH:3]=1.C([Li])CCC.[CH2:23]([O:30][C:31]1[CH:38]=[CH:37][C:34]([CH:35]=[O:36])=[CH:33][C:32]=1[O:39][CH3:40])[C:24]1[CH:29]=[CH:28][CH:27]=[CH:26][CH:25]=1. (6) Given the product [Br:1][C:2]1[CH:3]=[N:4][C:5]2[N:6]([N:8]=[C:9]([C:11]([N:24]3[CH2:23][CH:22]=[C:21]([C:16]4[CH:17]=[CH:18][CH:19]=[CH:20][C:15]=4[Cl:14])[CH2:26][CH2:25]3)=[O:13])[CH:10]=2)[CH:7]=1, predict the reactants needed to synthesize it. The reactants are: [Br:1][C:2]1[CH:3]=[N:4][C:5]2[N:6]([N:8]=[C:9]([C:11]([OH:13])=O)[CH:10]=2)[CH:7]=1.[Cl:14][C:15]1[CH:20]=[CH:19][CH:18]=[CH:17][C:16]=1[C:21]1[CH2:22][CH2:23][NH:24][CH2:25][CH:26]=1.